This data is from Full USPTO retrosynthesis dataset with 1.9M reactions from patents (1976-2016). The task is: Predict the reactants needed to synthesize the given product. Given the product [Li:5][C:7]1[CH:12]=[CH:11][C:10]([CH3:13])=[CH:9][CH:8]=1.[CH3:2][C:1]1([CH3:4])[CH2:14][CH:15]=[C:16]([C:7]2[CH:12]=[CH:11][C:10]([CH3:13])=[CH:9][CH:8]=2)[C:17]2[CH:18]=[C:19](/[CH:33]=[CH:34]/[C:35]3[CH:45]=[CH:44][C:38]([C:39]([O:41][CH2:42][CH3:43])=[O:40])=[CH:37][CH:36]=3)[CH:20]=[CH:21][C:3]1=2, predict the reactants needed to synthesize it. The reactants are: [C:1]([Li:5])([CH3:4])([CH3:3])[CH3:2].Br[C:7]1[CH:12]=[CH:11][C:10]([CH3:13])=[CH:9][CH:8]=1.[CH3:14][C:15]1(C)CC=C(OS(C(F)(F)F)(=O)=O)[C:21]2[CH:20]=[C:19](/[CH:33]=[CH:34]/[C:35]3[CH:45]=[CH:44][C:38]([C:39]([O:41][CH2:42][CH3:43])=[O:40])=[CH:37][CH:36]=3)[CH:18]=[CH:17][C:16]1=2.